From a dataset of NCI-60 drug combinations with 297,098 pairs across 59 cell lines. Regression. Given two drug SMILES strings and cell line genomic features, predict the synergy score measuring deviation from expected non-interaction effect. (1) Drug 1: CCC1=CC2CC(C3=C(CN(C2)C1)C4=CC=CC=C4N3)(C5=C(C=C6C(=C5)C78CCN9C7C(C=CC9)(C(C(C8N6C)(C(=O)OC)O)OC(=O)C)CC)OC)C(=O)OC.C(C(C(=O)O)O)(C(=O)O)O. Drug 2: CN(CCCl)CCCl.Cl. Cell line: TK-10. Synergy scores: CSS=11.7, Synergy_ZIP=-10.2, Synergy_Bliss=-2.27, Synergy_Loewe=-4.56, Synergy_HSA=-1.44. (2) Cell line: A549. Drug 1: CC1=C2C(C(=O)C3(C(CC4C(C3C(C(C2(C)C)(CC1OC(=O)C(C(C5=CC=CC=C5)NC(=O)OC(C)(C)C)O)O)OC(=O)C6=CC=CC=C6)(CO4)OC(=O)C)OC)C)OC. Drug 2: CC1=C2C(C(=O)C3(C(CC4C(C3C(C(C2(C)C)(CC1OC(=O)C(C(C5=CC=CC=C5)NC(=O)OC(C)(C)C)O)O)OC(=O)C6=CC=CC=C6)(CO4)OC(=O)C)O)C)O. Synergy scores: CSS=59.1, Synergy_ZIP=0.826, Synergy_Bliss=-1.18, Synergy_Loewe=2.81, Synergy_HSA=5.36. (3) Drug 1: C1=CC(=CC=C1CC(C(=O)O)N)N(CCCl)CCCl.Cl. Drug 2: C(=O)(N)NO. Cell line: CCRF-CEM. Synergy scores: CSS=56.7, Synergy_ZIP=-0.553, Synergy_Bliss=3.54, Synergy_Loewe=-4.70, Synergy_HSA=4.69. (4) Drug 1: C1CN1P(=S)(N2CC2)N3CC3. Drug 2: C1CCC(C(C1)N)N.C(=O)(C(=O)[O-])[O-].[Pt+4]. Cell line: SF-539. Synergy scores: CSS=20.8, Synergy_ZIP=-10.8, Synergy_Bliss=-6.71, Synergy_Loewe=-4.08, Synergy_HSA=-2.24.